From a dataset of Plasma protein binding rate (PPBR) regression data from AstraZeneca. Regression/Classification. Given a drug SMILES string, predict its absorption, distribution, metabolism, or excretion properties. Task type varies by dataset: regression for continuous measurements (e.g., permeability, clearance, half-life) or binary classification for categorical outcomes (e.g., BBB penetration, CYP inhibition). For this dataset (ppbr_az), we predict Y. (1) The Y is 99.1 %. The drug is Cc1sc2c(c1C)C(c1ccc(Cl)cc1)=N[C@@H](CC(=O)OC(C)(C)C)c1nnc(C)n1-2. (2) The compound is COCCC(=O)N[C@H](C)c1ccc(Nc2ncc3cc(-c4ccncc4)ccc3n2)cc1. The Y is 98.2 %. (3) The drug is Cc1ccccc1C[C@@H](C(=O)O)N1CCC(CN2CCC(Oc3ccc(Cl)c(Cl)c3)CC2)CC1. The Y is 91.6 %. (4) The compound is CCCCN(CCNCCc1ccc(O)c2[nH]c(=O)sc12)C(=O)CCOCCc1ccccc1. The Y is 94.7 %. (5) The drug is COc1ccc2ncc(=O)n(CCN3CC[C@H](NCc4cc5c(cn4)OCCO5)[C@H](O)C3)c2c1. The Y is 80.7 %. (6) The drug is COc1cc(C)c(S(=O)(=O)N(C)CCOCC(=O)N2CCC(C3CCN(C)CC3)CC2)c(C)c1. The Y is 51.7 %. (7) The molecule is CC(C)(C)NC(=O)NCCN1CCCC(NC(=O)c2cc(Cl)cc(Cl)c2)C1. The Y is 97.2 %. (8) The compound is O=C(NCCc1ccccc1Cl)c1cc(-n2ncc(=O)[nH]c2=O)ccc1Cl. The Y is 97.2 %.